Dataset: Catalyst prediction with 721,799 reactions and 888 catalyst types from USPTO. Task: Predict which catalyst facilitates the given reaction. (1) The catalyst class is: 9. Product: [Br:1][C:2]1[CH:3]=[CH:4][CH:5]=[C:6]([CH2:8][Br:28])[N:7]=1. Reactant: [Br:1][C:2]1[N:7]=[C:6]([CH2:8]O)[CH:5]=[CH:4][CH:3]=1.C(N(C(C)C)CC)(C)C.CS(OS(C)(=O)=O)(=O)=O.[Br-:28].[Li+].C(=O)(O)[O-].[Na+]. (2) The catalyst class is: 42. Product: [F:1][C:2]1[C:3]([CH3:12])=[CH:4][C:5]([NH:38][CH:35]2[CH2:34][CH2:33][N:32]([C@H:29]3[CH2:30][CH2:31][C@H:26]([O:25][CH3:24])[CH2:27][CH2:28]3)[CH2:37][CH2:36]2)=[C:6]([N+:8]([O-:10])=[O:9])[CH:7]=1. Reactant: [F:1][C:2]1[CH:7]=[C:6]([N+:8]([O-:10])=[O:9])[C:5](F)=[CH:4][C:3]=1[CH3:12].C(N(C(C)C)CC)(C)C.Cl.Cl.[CH3:24][O:25][C@H:26]1[CH2:31][CH2:30][C@H:29]([N:32]2[CH2:37][CH2:36][CH:35]([NH2:38])[CH2:34][CH2:33]2)[CH2:28][CH2:27]1. (3) Reactant: [C:1]([NH:4][CH:5]([CH2:10][C:11]1[CH:16]=[CH:15][C:14](Br)=[CH:13][CH:12]=1)[C:6]([O:8][CH3:9])=[O:7])(=[O:3])[CH3:2].[B:18]1([B:18]2[O:22][C:21]([CH3:24])([CH3:23])[C:20]([CH3:26])([CH3:25])[O:19]2)[O:22][C:21]([CH3:24])([CH3:23])[C:20]([CH3:26])([CH3:25])[O:19]1. Product: [C:1]([NH:4][CH:5]([CH2:10][C:11]1[CH:16]=[CH:15][C:14]([B:18]2[O:22][C:21]([CH3:24])([CH3:23])[C:20]([CH3:26])([CH3:25])[O:19]2)=[CH:13][CH:12]=1)[C:6]([O:8][CH3:9])=[O:7])(=[O:3])[CH3:2]. The catalyst class is: 58. (4) Reactant: [C:1]([O:5][C:6]([NH:8][C@@H:9]([CH2:14][CH:15]1[CH2:20][CH2:19][CH:18]([OH:21])[CH2:17][CH2:16]1)[C:10]([O:12][CH3:13])=[O:11])=[O:7])([CH3:4])([CH3:3])[CH3:2].N1C=CN=C1.[CH3:27][C:28]([Si:31](Cl)([CH3:33])[CH3:32])([CH3:30])[CH3:29].O. Product: [C:1]([O:5][C:6]([NH:8][C@@H:9]([CH2:14][CH:15]1[CH2:20][CH2:19][CH:18]([O:21][Si:31]([C:28]([CH3:30])([CH3:29])[CH3:27])([CH3:33])[CH3:32])[CH2:17][CH2:16]1)[C:10]([O:12][CH3:13])=[O:11])=[O:7])([CH3:4])([CH3:2])[CH3:3]. The catalyst class is: 2. (5) Reactant: C[O:2][C:3]1[CH:8]=[CH:7][N:6]=[CH:5][CH:4]=1.[C:9]1([Mg]Br)[CH:14]=[CH:13][CH:12]=[CH:11][CH:10]=1.[Br:17][C:18]1[CH:23]=[C:22]([O:24][CH3:25])[C:21]([O:26][CH3:27])=[CH:20][C:19]=1[CH2:28][C:29](Cl)=[O:30].Cl. Product: [Br:17][C:18]1[CH:23]=[C:22]([O:24][CH3:25])[C:21]([O:26][CH3:27])=[CH:20][C:19]=1[CH2:28][C:29]([N:6]1[CH:7]=[CH:8][C:3](=[O:2])[CH2:4][CH:5]1[C:9]1[CH:14]=[CH:13][CH:12]=[CH:11][CH:10]=1)=[O:30]. The catalyst class is: 1.